Dataset: Reaction yield outcomes from USPTO patents with 853,638 reactions. Task: Predict the reaction yield, written as a fraction of the theoretical maximum amount of product (1.0 means a 100% yield; for example, 0.34 means a 34% yield). (1) The reactants are N[C:2]1[C:7]([CH3:8])=[CH:6][C:5]([I:9])=[C:4]([CH3:10])[N:3]=1.N([O-])=[O:12].[Na+]. The catalyst is OS(O)(=O)=O.O. The product is [CH3:8][C:7]1[C:2](=[O:12])[NH:3][C:4]([CH3:10])=[C:5]([I:9])[CH:6]=1. The yield is 0.970. (2) The yield is 0.370. The catalyst is C1(C)C=CC=CC=1. The product is [F:33][C:2]([F:1])([F:32])[C:3]1[CH:8]=[C:7]([C:9]2[CH:14]=[CH:13][C:12]([C:15]([F:18])([F:17])[F:16])=[CH:11][CH:10]=2)[N:6]=[C:5]([C:19]2[CH:20]=[C:21]([C:25]3[CH:30]=[CH:29][CH:28]=[C:27]([NH:31][S:43]([N:42]([CH3:47])[CH3:41])(=[O:45])=[O:44])[CH:26]=3)[CH:22]=[CH:23][CH:24]=2)[N:4]=1. The reactants are [F:1][C:2]([F:33])([F:32])[C:3]1[CH:8]=[C:7]([C:9]2[CH:14]=[CH:13][C:12]([C:15]([F:18])([F:17])[F:16])=[CH:11][CH:10]=2)[N:6]=[C:5]([C:19]2[CH:20]=[C:21]([C:25]3[CH:30]=[CH:29][CH:28]=[C:27]([NH2:31])[CH:26]=3)[CH:22]=[CH:23][CH:24]=2)[N:4]=1.C(N(CC)CC)C.[CH3:41][N:42]([CH3:47])[S:43](Cl)(=[O:45])=[O:44]. (3) The reactants are [C:1]([C:3]1[CH:32]=[CH:31][C:6]([O:7][CH2:8][C@@H:9]([OH:30])[CH2:10][N:11]2[CH2:18][CH:17]3[O:19][CH:13]([CH2:14][N:15]([CH2:20][CH2:21][NH:22]C(=O)OC(C)(C)C)[CH2:16]3)[CH2:12]2)=[CH:5][CH:4]=1)#[N:2].FC(F)(F)C(O)=O.C([O-])([O-])=O.[K+].[K+]. The catalyst is C(Cl)Cl. The product is [NH2:22][CH2:21][CH2:20][N:15]1[CH2:16][CH:17]2[O:19][CH:13]([CH2:12][N:11]([CH2:10][C@H:9]([OH:30])[CH2:8][O:7][C:6]3[CH:5]=[CH:4][C:3]([C:1]#[N:2])=[CH:32][CH:31]=3)[CH2:18]2)[CH2:14]1. The yield is 0.687. (4) The reactants are [N+:1]([C:4]1[CH:12]=[CH:11][CH:10]=[C:9]2[C:5]=1[CH2:6][O:7][C:8]2=[O:13])([O-])=O. The catalyst is C(OCC)(=O)C.[Pd]. The product is [NH2:1][C:4]1[CH:12]=[CH:11][CH:10]=[C:9]2[C:5]=1[CH2:6][O:7][C:8]2=[O:13]. The yield is 0.960. (5) The reactants are [NH2:1][C:2]1[CH:3]=[CH:4][C:5]([O:29][CH3:30])=[C:6]([CH:28]=1)[CH2:7][N:8]1[CH2:13][CH2:12][C:11](=[O:14])[CH:10]([CH:15]([C:22]2[CH:27]=[CH:26][CH:25]=[CH:24][CH:23]=2)[C:16]2[CH:21]=[CH:20][CH:19]=[CH:18][CH:17]=2)[CH2:9]1.[CH3:31][S:32](Cl)(=[O:34])=[O:33].O. The catalyst is N1C=CC=CC=1. The product is [CH:15]([CH:10]1[C:11](=[O:14])[CH2:12][CH2:13][N:8]([CH2:7][C:6]2[CH:28]=[C:2]([NH:1][S:32]([CH3:31])(=[O:34])=[O:33])[CH:3]=[CH:4][C:5]=2[O:29][CH3:30])[CH2:9]1)([C:22]1[CH:27]=[CH:26][CH:25]=[CH:24][CH:23]=1)[C:16]1[CH:21]=[CH:20][CH:19]=[CH:18][CH:17]=1. The yield is 0.850.